This data is from Full USPTO retrosynthesis dataset with 1.9M reactions from patents (1976-2016). The task is: Predict the reactants needed to synthesize the given product. (1) Given the product [Cl:1][C:2]1[CH:3]=[CH:4][C:5]([CH2:6][C:7]2[N:8]=[C:9]([C:29]3[CH:34]=[CH:33][N:32]=[CH:31][CH:30]=3)[S:10][C:11]=2[C:12]2[NH:13][CH:14]=[C:15]([CH2:17][NH2:18])[N:16]=2)=[CH:35][CH:36]=1, predict the reactants needed to synthesize it. The reactants are: [Cl:1][C:2]1[CH:36]=[CH:35][C:5]([CH2:6][C:7]2[N:8]=[C:9]([C:29]3[CH:34]=[CH:33][N:32]=[CH:31][CH:30]=3)[S:10][C:11]=2[C:12]2[NH:13][CH:14]=[C:15]([CH2:17][N:18]3C(=O)C4C(=CC=CC=4)C3=O)[N:16]=2)=[CH:4][CH:3]=1.O.NN. (2) Given the product [Cl:37][C:34]1[CH:35]=[CH:36][C:31]([S:30][CH:21]([C:22]2[CH:27]=[C:26]([F:28])[CH:25]=[CH:24][C:23]=2[F:29])[C:19]2[C:18]([CH3:38])=[CH:17][N:16]=[C:15]([CH2:14][OH:13])[CH:20]=2)=[CH:32][CH:33]=1, predict the reactants needed to synthesize it. The reactants are: O1CCCC1.[Si]([O:13][CH2:14][C:15]1[CH:20]=[C:19]([CH:21]([S:30][C:31]2[CH:36]=[CH:35][C:34]([Cl:37])=[CH:33][CH:32]=2)[C:22]2[CH:27]=[C:26]([F:28])[CH:25]=[CH:24][C:23]=2[F:29])[C:18]([CH3:38])=[CH:17][N:16]=1)(C(C)(C)C)(C)C.[F-].C([N+](CCCC)(CCCC)CCCC)CCC.O. (3) Given the product [C:4]([C@@H:5]([O:18][CH3:19])[CH2:6][C:7]1[CH:8]=[CH:9][C:10]([O:13][CH2:14][CH2:15][CH2:16][O:30][C:26]2[CH:25]=[C:24]([CH:29]=[CH:28][CH:27]=2)[C:23]([OH:31])=[O:22])=[CH:11][CH:12]=1)([OH:3])=[O:20], predict the reactants needed to synthesize it. The reactants are: C([O:3][C:4](=[O:20])[C@@H:5]([O:18][CH3:19])[CH2:6][C:7]1[CH:12]=[CH:11][C:10]([O:13][CH2:14][CH2:15][CH2:16]Br)=[CH:9][CH:8]=1)C.C[O:22][C:23](=[O:31])[C:24]1[CH:29]=[CH:28][CH:27]=[C:26]([OH:30])[CH:25]=1.CO[C@@H](CC1C=CC(OCCCOC2C=CC=CC=2)=CC=1)C(O)=O.